From a dataset of Forward reaction prediction with 1.9M reactions from USPTO patents (1976-2016). Predict the product of the given reaction. (1) Given the reactants [CH3:1]C1CNCC[NH:3]1.[C:8](O[C:8]([O:10][C:11](C)(C)[CH3:14])=[O:9])([O:10][C:11]([CH3:14])(C)C)=[O:9], predict the reaction product. The product is: [C:8]([O:10][CH2:11][CH3:14])(=[O:9])[CH3:1].[CH3:8][OH:9].[NH4+:3].[OH-:9]. (2) The product is: [Cl:26][C:20]1[CH:21]=[CH:22][CH:23]=[C:24]([F:25])[C:19]=1[C:16]1[NH:15][C:14]2[C:13]3[C:12]([C:4]4[CH:3]=[C:2]([C:38]#[C:37][CH:39]5[CH2:41][CH2:40]5)[CH:7]=[CH:6][C:5]=4[C:18]=2[N:17]=1)=[CH:11][C:10]([C:27]([OH:36])([CH3:28])[C:32]([F:35])([F:34])[F:33])=[CH:9][CH:8]=3. Given the reactants Br[C:2]1[CH:3]=[CH:4][C:5]2[C:18]3[N:17]=[C:16]([C:19]4[C:24]([F:25])=[CH:23][CH:22]=[CH:21][C:20]=4[Cl:26])[NH:15][C:14]=3[C:13]3[C:8](=[CH:9][C:10]([C:27]([OH:36])([C:32]([F:35])([F:34])[F:33])[C:28](F)(F)F)=[CH:11][CH:12]=3)[C:6]=2[CH:7]=1.[C:37]([CH:39]1[CH2:41][CH2:40]1)#[CH:38].C(N(CC)CC)C, predict the reaction product. (3) Given the reactants Cl[C:2]1[C:11]([C:12]([F:15])([F:14])[F:13])=[N:10][C:9]2[C:4](=[CH:5][CH:6]=[CH:7][CH:8]=2)[N:3]=1.[OH:16][C:17]1[CH:22]=[CH:21][C:20](B(O)O)=[CH:19][CH:18]=1.[O-]P([O-])([O-])=O.[K+].[K+].[K+].C1(P(C2CCCCC2)C2C=CC=CC=2C2C(OC)=CC=CC=2OC)CCCCC1, predict the reaction product. The product is: [F:13][C:12]([F:15])([F:14])[C:11]1[C:2]([C:20]2[CH:21]=[CH:22][C:17]([OH:16])=[CH:18][CH:19]=2)=[N:3][C:4]2[C:9]([N:10]=1)=[CH:8][CH:7]=[CH:6][CH:5]=2. (4) The product is: [C:1]([C:5]1[CH:22]=[CH:21][C:8]([C:9]([NH:11][C:12]2[CH:16]=[CH:15][S:14][C:13]=2[C:17]([OH:19])=[O:18])=[O:10])=[CH:7][CH:6]=1)([CH3:4])([CH3:2])[CH3:3]. Given the reactants [C:1]([C:5]1[CH:22]=[CH:21][C:8]([C:9]([NH:11][C:12]2[CH:16]=[CH:15][S:14][C:13]=2[C:17]([O:19]C)=[O:18])=[O:10])=[CH:7][CH:6]=1)([CH3:4])([CH3:3])[CH3:2].O1CCOCC1.[OH-].[Na+].Cl, predict the reaction product. (5) Given the reactants C[CH2:2][O:3]C(C1N(C(OC(C)(C)C)=O)C2=NC=C(OC(=O)C3C=CC=CC=3)C=C2C=1)=O.[C:31]([O:35][C:36]([N:38]1[CH2:50][C@@H:49]([CH3:51])[N:48]2[C@H:40]([CH2:41][C:42]3[C:47]2=[N:46][C:45]([C@H:52]([O:54][CH3:55])[CH3:53])=[C:44](Br)[CH:43]=3)[CH2:39]1)=[O:37])([CH3:34])([CH3:33])[CH3:32], predict the reaction product. The product is: [C:31]([O:35][C:36]([N:38]1[CH2:50][C@@H:49]([CH3:51])[N:48]2[C@H:40]([CH2:41][C:42]3[C:47]2=[N:46][C:45]([C@H:52]([O:54][CH3:55])[CH3:53])=[C:44]([CH:2]=[O:3])[CH:43]=3)[CH2:39]1)=[O:37])([CH3:34])([CH3:33])[CH3:32]. (6) Given the reactants [CH3:1][O:2][C:3]([CH2:5][C:6]1[CH:11]=[CH:10][CH:9]=[CH:8][CH:7]=1)=[O:4].P([O-])([O-])([O-])=[O:13].[K+].[K+].[K+], predict the reaction product. The product is: [OH:13][C@@H:5]([C:6]1[CH:11]=[CH:10][CH:9]=[CH:8][CH:7]=1)[C:3]([O:2][CH3:1])=[O:4]. (7) Given the reactants [CH2:1]([N:8]1[CH:12]=[C:11]([C:13]([O:15][CH2:16][CH3:17])=[O:14])[C:10]([O:18][CH2:19][C:20]2[CH:25]=[CH:24][C:23]([O:26][CH2:27][C:28]3[N:29]=[C:30]([C:34]4[O:35][CH:36]=[CH:37][CH:38]=4)[O:31][C:32]=3[CH3:33])=[C:22](Br)[CH:21]=2)=[N:9]1)[C:2]1[CH:7]=[CH:6][CH:5]=[CH:4][CH:3]=1.[CH2:40]([Sn](CC)(CC)CC)[CH3:41], predict the reaction product. The product is: [CH2:1]([N:8]1[CH:12]=[C:11]([C:13]([O:15][CH2:16][CH3:17])=[O:14])[C:10]([O:18][CH2:19][C:20]2[CH:25]=[CH:24][C:23]([O:26][CH2:27][C:28]3[N:29]=[C:30]([C:34]4[O:35][CH:36]=[CH:37][CH:38]=4)[O:31][C:32]=3[CH3:33])=[C:22]([CH2:40][CH3:41])[CH:21]=2)=[N:9]1)[C:2]1[CH:7]=[CH:6][CH:5]=[CH:4][CH:3]=1. (8) Given the reactants [Br:1][C:2]1[CH:12]=[CH:11][C:5]([O:6][CH2:7][C:8](O)=[O:9])=[CH:4][CH:3]=1.Cl.CN.[CH3:16][N:17](C)CCCN=C=NCC.ON1C2C=CC=CC=2N=N1.CN1CCOCC1, predict the reaction product. The product is: [Br:1][C:2]1[CH:12]=[CH:11][C:5]([O:6][CH2:7][C:8]([NH:17][CH3:16])=[O:9])=[CH:4][CH:3]=1. (9) Given the reactants [Cl:1][C:2]1[CH:3]=[C:4]([CH:9]=[CH:10][C:11]=1[O:12][C:13]1[CH:18]=[C:17]([C:19]([NH:21][C:22]2[S:23][CH:24]=[CH:25][N:26]=2)=[O:20])[CH:16]=[C:15]([O:27][CH:28]([CH3:30])[CH3:29])[CH:14]=1)[C:5]([O:7]C)=[O:6].O.[OH-].[Li+], predict the reaction product. The product is: [Cl:1][C:2]1[CH:3]=[C:4]([CH:9]=[CH:10][C:11]=1[O:12][C:13]1[CH:18]=[C:17]([C:19]([NH:21][C:22]2[S:23][CH:24]=[CH:25][N:26]=2)=[O:20])[CH:16]=[C:15]([O:27][CH:28]([CH3:30])[CH3:29])[CH:14]=1)[C:5]([OH:7])=[O:6].